From a dataset of Catalyst prediction with 721,799 reactions and 888 catalyst types from USPTO. Predict which catalyst facilitates the given reaction. (1) Reactant: [C:1]([O:5][C:6](=[O:23])[NH:7][CH2:8][CH2:9][CH2:10][NH:11][C:12]1[C:21]2[C:16](=[CH:17][CH:18]=[CH:19][CH:20]=2)[N:15]=[CH:14][C:13]=1[NH2:22])([CH3:4])([CH3:3])[CH3:2].[C:24](Cl)(=O)[CH2:25][CH2:26][CH2:27][CH3:28]. Product: [C:1]([O:5][C:6](=[O:23])[NH:7][CH2:8][CH2:9][CH2:10][N:11]1[C:12]2[C:21]3[CH:20]=[CH:19][CH:18]=[CH:17][C:16]=3[N:15]=[CH:14][C:13]=2[N:22]=[C:24]1[CH2:25][CH2:26][CH2:27][CH3:28])([CH3:4])([CH3:2])[CH3:3]. The catalyst class is: 37. (2) The catalyst class is: 2. Product: [Cl:5][CH2:6][CH2:7][CH2:8][CH2:9][C:10]([C:13]1[CH:18]=[CH:17][CH:16]=[CH:15][CH:14]=1)=[O:11]. Reactant: [Cl-].[Al+3].[Cl-].[Cl-].[Cl:5][CH2:6][CH2:7][CH2:8][CH2:9][C:10](Cl)=[O:11].[CH:13]1[CH:18]=[CH:17][CH:16]=[CH:15][CH:14]=1.Cl. (3) Reactant: [OH:1][N:2]1C2C=CC=CC=2N=N1.Cl.C(N=C=NCCCN(C)C)C.[CH2:23]([O:30][C:31]1[CH:36]=[CH:35][C:34]([S:37]([NH:40][CH2:41][C@H:42]([N:46]2[CH2:51][CH2:50][N:49]([S:52]([CH3:55])(=[O:54])=[O:53])[CH2:48][CH2:47]2)[C:43](O)=[O:44])(=[O:39])=[O:38])=[CH:33][CH:32]=1)[C:24]1[CH:29]=[CH:28][CH:27]=[CH:26][CH:25]=1.[Si](ON)(C(C)(C)C)(C)C.C(=O)([O-])O.[Na+]. Product: [CH2:23]([O:30][C:31]1[CH:32]=[CH:33][C:34]([S:37]([NH:40][CH2:41][C@H:42]([N:46]2[CH2:51][CH2:50][N:49]([S:52]([CH3:55])(=[O:54])=[O:53])[CH2:48][CH2:47]2)[C:43]([NH:2][OH:1])=[O:44])(=[O:38])=[O:39])=[CH:35][CH:36]=1)[C:24]1[CH:29]=[CH:28][CH:27]=[CH:26][CH:25]=1. The catalyst class is: 35. (4) Reactant: [Cl:1][C:2]1[N:11]=[C:10]([N:12]2[CH2:17][CH2:16][CH2:15][C@@H:14]([NH:18][C:19](=[O:21])[CH3:20])[CH2:13]2)[C:9]2[C:4](=[C:5]([CH3:22])[CH:6]=[CH:7][CH:8]=2)[N:3]=1.[NH2:23][C:24]1[CH:25]=[C:26]([CH:29]=[C:30]([NH2:32])[CH:31]=1)[C:27]#[N:28]. Product: [ClH:1].[NH2:23][C:24]1[CH:31]=[C:30]([NH:32][C:2]2[N:11]=[C:10]([N:12]3[CH2:17][CH2:16][CH2:15][C@@H:14]([NH:18][C:19](=[O:21])[CH3:20])[CH2:13]3)[C:9]3[C:4](=[C:5]([CH3:22])[CH:6]=[CH:7][CH:8]=3)[N:3]=2)[CH:29]=[C:26]([C:27]#[N:28])[CH:25]=1. The catalyst class is: 107. (5) Reactant: [OH:1][C@H:2]([C@@H:4]1[CH2:8][O:7][C:6]([C:9]2[NH:13][C:12]([C:14]3[CH:15]=[C:16]([OH:26])[CH:17]=[C:18]([O:20][C@@H:21]([CH3:25])[CH2:22][O:23][CH3:24])[CH:19]=3)=[CH:11][CH:10]=2)=[N:5]1)[CH3:3].Cl[C:28]1[CH:33]=[N:32][C:31]([S:34]([CH3:37])(=[O:36])=[O:35])=[CH:30][N:29]=1.C(=O)([O-])[O-].[K+].[K+].O. Product: [CH3:24][O:23][CH2:22][C@@H:21]([O:20][C:18]1[CH:19]=[C:14]([C:12]2[NH:13][C:9]([C:6]3[O:7][CH2:8][C@@H:4]([C@@H:2]([OH:1])[CH3:3])[N:5]=3)=[CH:10][CH:11]=2)[CH:15]=[C:16]([O:26][C:28]2[CH:33]=[N:32][C:31]([S:34]([CH3:37])(=[O:36])=[O:35])=[CH:30][N:29]=2)[CH:17]=1)[CH3:25]. The catalyst class is: 10. (6) Reactant: Br[C:2]1[CH:3]=[C:4]2[C:8](=[CH:9][CH:10]=1)[N:7]([C:11]([O:13][C:14]([CH3:17])([CH3:16])[CH3:15])=[O:12])[CH2:6][CH2:5]2.[B:18]1([B:18]2[O:22][C:21]([CH3:24])([CH3:23])[C:20]([CH3:26])([CH3:25])[O:19]2)[O:22][C:21]([CH3:24])([CH3:23])[C:20]([CH3:26])([CH3:25])[O:19]1.C([O-])(=O)C.[K+]. Product: [CH3:25][C:20]1([CH3:26])[C:21]([CH3:24])([CH3:23])[O:22][B:18]([C:2]2[CH:3]=[C:4]3[C:8](=[CH:9][CH:10]=2)[N:7]([C:11]([O:13][C:14]([CH3:17])([CH3:16])[CH3:15])=[O:12])[CH2:6][CH2:5]3)[O:19]1. The catalyst class is: 368. (7) Reactant: [Br:1][C:2]1[CH:3]=[C:4]([CH:7]=[CH:8][C:9]=1F)[C:5]#[N:6].[C:11]1([OH:17])[CH:16]=[CH:15][CH:14]=[CH:13][CH:12]=1.C(=O)([O-])[O-].[K+].[K+]. Product: [Br:1][C:2]1[CH:3]=[C:4]([CH:7]=[CH:8][C:9]=1[O:17][C:11]1[CH:16]=[CH:15][CH:14]=[CH:13][CH:12]=1)[C:5]#[N:6]. The catalyst class is: 197. (8) Reactant: Br[C:2]1[CH:3]=[C:4]([CH:8]2[CH2:17][C:16]([CH3:19])([CH3:18])[C:15]3[C:10](=[CH:11][CH:12]=[C:13]([S:20]([N:23]4[CH2:28][CH2:27][O:26][CH2:25][CH2:24]4)(=[O:22])=[O:21])[CH:14]=3)[NH:9]2)[CH:5]=[CH:6][CH:7]=1.[NH2:29][C:30]([CH3:35])([CH3:34])[C:31]([OH:33])=[O:32].C(=O)([O-])[O-].[K+].[K+]. Product: [CH3:18][C:16]1([CH3:19])[C:15]2[C:10](=[CH:11][CH:12]=[C:13]([S:20]([N:23]3[CH2:28][CH2:27][O:26][CH2:25][CH2:24]3)(=[O:22])=[O:21])[CH:14]=2)[NH:9][CH:8]([C:4]2[CH:3]=[C:2]([NH:29][C:30]([CH3:35])([CH3:34])[C:31]([OH:33])=[O:32])[CH:7]=[CH:6][CH:5]=2)[CH2:17]1. The catalyst class is: 156.